Dataset: NCI-60 drug combinations with 297,098 pairs across 59 cell lines. Task: Regression. Given two drug SMILES strings and cell line genomic features, predict the synergy score measuring deviation from expected non-interaction effect. Drug 1: CC1=C(C=C(C=C1)NC(=O)C2=CC=C(C=C2)CN3CCN(CC3)C)NC4=NC=CC(=N4)C5=CN=CC=C5. Drug 2: CN(C(=O)NC(C=O)C(C(C(CO)O)O)O)N=O. Cell line: SK-MEL-28. Synergy scores: CSS=2.00, Synergy_ZIP=-1.18, Synergy_Bliss=-1.76, Synergy_Loewe=-3.55, Synergy_HSA=-3.41.